Dataset: Full USPTO retrosynthesis dataset with 1.9M reactions from patents (1976-2016). Task: Predict the reactants needed to synthesize the given product. (1) Given the product [CH3:1][O:2][C:3]1[N:8]=[CH:7][C:6]([N:9]2[C:13]([C:14]3[CH:15]=[CH:16][CH:17]=[CH:18][CH:19]=3)=[CH:12][C:11]([C:20]([N:22]3[CH2:27][CH2:26][NH:25][CH:24]([CH3:35])[CH2:23]3)=[O:21])=[N:10]2)=[CH:5][CH:4]=1, predict the reactants needed to synthesize it. The reactants are: [CH3:1][O:2][C:3]1[N:8]=[CH:7][C:6]([N:9]2[C:13]([C:14]3[CH:19]=[CH:18][CH:17]=[CH:16][CH:15]=3)=[CH:12][C:11]([C:20]([N:22]3[CH2:27][CH2:26][N:25](CC4C=CC=CC=4)[CH:24]([CH3:35])[CH2:23]3)=[O:21])=[N:10]2)=[CH:5][CH:4]=1.[H][H].[OH-].[Na+]. (2) Given the product [Cl:1][C:2]1[C:7]([C:8]([F:9])([F:11])[F:10])=[CH:6][CH:5]=[CH:4][C:3]=1[C:12]([N:14]1[CH2:23][CH2:22][C:21]2[C:20]([C:24]3[NH:28][CH:29]=[CH:34][CH:33]=3)=[N:19][CH:18]=[N:17][C:16]=2[CH2:15]1)=[O:13], predict the reactants needed to synthesize it. The reactants are: [Cl:1][C:2]1[C:7]([C:8]([F:11])([F:10])[F:9])=[CH:6][CH:5]=[CH:4][C:3]=1[C:12]([N:14]1[CH2:23][CH2:22][C:21]2[C:20]([C:24]3[N:28]([CH:29]4[CH2:34][CH2:33]CCO4)N=CC=3)=[N:19][C:18](C)=[N:17][C:16]=2[CH2:15]1)=[O:13].CC1N=C(C2N(C3CCCCO3)N=CC=2)C2CCN(C(OC(C)(C)C)=O)CC=2N=1. (3) Given the product [C:1]([O:4][C:13]1[CH:14]=[CH:15][C:22]([CH:21]=[CH2:20])=[CH:23][CH:18]=1)(=[O:3])[CH3:2], predict the reactants needed to synthesize it. The reactants are: [C:1]([O:4]C=C)(=[O:3])[CH3:2].CN(C=O)C.N1C=C[CH:15]=[CH:14][C:13]=1[C:18]1[CH:23]=[CH:22][CH:21]=[CH:20]N=1.C(O)(C(F)(F)F)=O. (4) The reactants are: [C:1]([C:3]1[CH:26]=[CH:25][C:6]([CH2:7][NH:8][C:9](=[O:24])[CH:10]([C:14]2[C:19]([F:20])=[CH:18][CH:17]=[C:16]([CH:21]=[O:22])[C:15]=2[F:23])[O:11][CH2:12][CH3:13])=[CH:5][CH:4]=1)#[N:2].[BH4-].[Na+]. Given the product [C:1]([C:3]1[CH:4]=[CH:5][C:6]([CH2:7][NH:8][C:9](=[O:24])[CH:10]([C:14]2[C:19]([F:20])=[CH:18][CH:17]=[C:16]([CH2:21][OH:22])[C:15]=2[F:23])[O:11][CH2:12][CH3:13])=[CH:25][CH:26]=1)#[N:2], predict the reactants needed to synthesize it. (5) Given the product [CH2:1]([O:3][C:4](=[O:14])[CH2:5][C:6]1[CH:11]=[N:10][C:9]([Cl:12])=[N:8][CH:7]=1)[CH3:2], predict the reactants needed to synthesize it. The reactants are: [CH2:1]([O:3][C:4](=[O:14])[CH2:5][C:6]1[C:7](Cl)=[N:8][C:9]([Cl:12])=[N:10][CH:11]=1)[CH3:2].O.